From a dataset of Catalyst prediction with 721,799 reactions and 888 catalyst types from USPTO. Predict which catalyst facilitates the given reaction. Reactant: [NH2:1][C:2]1[N:10]=[CH:9][CH:8]=[CH:7][C:3]=1[C:4]([OH:6])=O.ON1C2C=CC=CC=2N=N1.CCN=C=NCCCN(C)C.[F:32][C:33]1[CH:47]=[CH:46][C:36]([O:37][C:38]2[CH:45]=[CH:44][C:41]([CH2:42][NH2:43])=[CH:40][CH:39]=2)=[CH:35][CH:34]=1. The catalyst class is: 136. Product: [F:32][C:33]1[CH:47]=[CH:46][C:36]([O:37][C:38]2[CH:45]=[CH:44][C:41]([CH2:42][NH:43][C:4](=[O:6])[C:3]3[CH:7]=[CH:8][CH:9]=[N:10][C:2]=3[NH2:1])=[CH:40][CH:39]=2)=[CH:35][CH:34]=1.